Dataset: Peptide-MHC class I binding affinity with 185,985 pairs from IEDB/IMGT. Task: Regression. Given a peptide amino acid sequence and an MHC pseudo amino acid sequence, predict their binding affinity value. This is MHC class I binding data. (1) The peptide sequence is SSPPAVPQSF. The MHC is Mamu-A01 with pseudo-sequence Mamu-A01. The binding affinity (normalized) is 1.00. (2) The peptide sequence is MLKLRVDVF. The MHC is HLA-B44:02 with pseudo-sequence HLA-B44:02. The binding affinity (normalized) is 0.0847. (3) The peptide sequence is WCRVGRGTI. The MHC is HLA-A31:01 with pseudo-sequence HLA-A31:01. The binding affinity (normalized) is 0.0847. (4) The peptide sequence is MQQAYQCIV. The MHC is HLA-A02:06 with pseudo-sequence HLA-A02:06. The binding affinity (normalized) is 0.936. (5) The peptide sequence is YVADALAAF. The MHC is HLA-B42:01 with pseudo-sequence HLA-B42:01. The binding affinity (normalized) is 0.531. (6) The peptide sequence is FVNYNFTLV. The MHC is Patr-A0401 with pseudo-sequence Patr-A0401. The binding affinity (normalized) is 0.